From a dataset of Full USPTO retrosynthesis dataset with 1.9M reactions from patents (1976-2016). Predict the reactants needed to synthesize the given product. Given the product [Cl:1][C:2]1[CH:3]=[CH:4][C:5]2[O:9][C:8]([CH:10]([Cl:20])[CH2:11][CH:12]([CH3:14])[CH3:13])=[C:7]([CH3:16])[C:6]=2[CH:17]=1, predict the reactants needed to synthesize it. The reactants are: [Cl:1][C:2]1[CH:3]=[CH:4][C:5]2[O:9][C:8]([CH:10](O)[CH2:11][CH:12]([CH3:14])[CH3:13])=[C:7]([CH3:16])[C:6]=2[CH:17]=1.S(Cl)([Cl:20])=O.C(=O)([O-])O.[Na+].